From a dataset of Forward reaction prediction with 1.9M reactions from USPTO patents (1976-2016). Predict the product of the given reaction. (1) Given the reactants [F:1][C:2]1[CH:7]=[CH:6][C:5]([S:8][CH2:9][CH2:10][CH2:11][C:12]([OH:14])=O)=[CH:4][CH:3]=1.[Cl:15][C:16]1[CH:17]=[C:18]([CH3:27])[C:19]([O:25][CH3:26])=[C:20]([CH:24]=1)[CH2:21][NH:22][CH3:23], predict the reaction product. The product is: [Cl:15][C:16]1[CH:17]=[C:18]([CH3:27])[C:19]([O:25][CH3:26])=[C:20]([CH:24]=1)[CH2:21][N:22]([CH3:23])[C:12](=[O:14])[CH2:11][CH2:10][CH2:9][S:8][C:5]1[CH:4]=[CH:3][C:2]([F:1])=[CH:7][CH:6]=1. (2) Given the reactants [C:1]1([C:7]2[C:15](C)=[C:14]([C:17]([O-:19])=O)[CH:13]=[CH:12][C:8]=2[C:9]([O-:11])=[O:10])[CH:6]=[CH:5][CH:4]=[CH:3][CH:2]=1.B.[CH2:21]1COCC1, predict the reaction product. The product is: [CH3:21][O:11][C:9](=[O:10])[C:8]1[CH:12]=[CH:13][C:14]([CH2:17][OH:19])=[CH:15][C:7]=1[C:1]1[CH:6]=[CH:5][CH:4]=[CH:3][CH:2]=1. (3) Given the reactants [CH2:1]([O:5][C:6]1[N:14]=[C:13]2[C:9]([N:10]=[C:11]([O:27]C)[N:12]2[CH2:15][CH2:16][CH2:17][CH2:18][NH:19][CH:20]2[CH2:25][CH2:24][N:23]([CH3:26])[CH2:22][CH2:21]2)=[C:8]([NH2:29])[N:7]=1)[CH2:2][CH2:3][CH3:4].[CH:30]([C:32]1[CH:33]=[C:34]([CH2:38][C:39]([O:41][CH3:42])=[O:40])[CH:35]=[CH:36][CH:37]=1)=O.C(O[BH-](OC(=O)C)OC(=O)C)(=O)C.[Na+], predict the reaction product. The product is: [NH2:29][C:8]1[N:7]=[C:6]([O:5][CH2:1][CH2:2][CH2:3][CH3:4])[N:14]=[C:13]2[C:9]=1[NH:10][C:11](=[O:27])[N:12]2[CH2:15][CH2:16][CH2:17][CH2:18][N:19]([CH2:30][C:32]1[CH:33]=[C:34]([CH2:38][C:39]([O:41][CH3:42])=[O:40])[CH:35]=[CH:36][CH:37]=1)[CH:20]1[CH2:25][CH2:24][N:23]([CH3:26])[CH2:22][CH2:21]1. (4) The product is: [C:26]([O:25][C:24]([N:23]([CH3:31])[C:21]([C:20]1[C:19]([C:32]2[CH:33]=[CH:34][C:35]([F:38])=[CH:36][CH:37]=2)=[N:18][N:15]2[CH:16]=[CH:17][C:12]([C:3]3[CH:4]=[C:5]([CH:9]=[CH:10][C:2]=3[CH3:1])[C:6]([OH:8])=[O:7])=[C:13]([F:39])[C:14]=12)=[O:22])=[O:30])([CH3:29])([CH3:28])[CH3:27]. Given the reactants [CH3:1][C:2]1[CH:10]=[CH:9][C:5]([C:6]([OH:8])=[O:7])=[CH:4][CH:3]=1.Cl[C:12]1[CH:17]=[CH:16][N:15]2[N:18]=[C:19]([C:32]3[CH:37]=[CH:36][C:35]([F:38])=[CH:34][CH:33]=3)[C:20]([C:21]([N:23]([CH3:31])[C:24](=[O:30])[O:25][C:26]([CH3:29])([CH3:28])[CH3:27])=[O:22])=[C:14]2[C:13]=1[F:39].CC1C=CC(C(O)=O)=CC=1B1OC(C)(C)C(C)(C)O1.C(=O)([O-])[O-].[Na+].[Na+], predict the reaction product. (5) Given the reactants C([O:3][C:4]([C:6]1([S:20]([C:23]2[CH:28]=[CH:27][C:26]([O:29][CH3:30])=[CH:25][CH:24]=2)(=[O:22])=[O:21])[CH2:11][CH2:10][N:9]([CH2:12][CH2:13][C:14]2[CH:19]=[CH:18][CH:17]=[CH:16][CH:15]=2)[CH2:8][CH2:7]1)=[O:5])C, predict the reaction product. The product is: [CH3:30][O:29][C:26]1[CH:27]=[CH:28][C:23]([S:20]([C:6]2([C:4]([OH:5])=[O:3])[CH2:7][CH2:8][N:9]([CH2:12][CH2:13][C:14]3[CH:15]=[CH:16][CH:17]=[CH:18][CH:19]=3)[CH2:10][CH2:11]2)(=[O:22])=[O:21])=[CH:24][CH:25]=1. (6) Given the reactants [OH:1][C:2]1[C:3]([C:12](O)=O)=[CH:4][C:5]2[C:10]([CH:11]=1)=[CH:9][CH:8]=[CH:7][CH:6]=2.[Cl:15][C:16]1[CH:21]=[CH:20][C:19](Br)=[CH:18][CH:17]=1.Br[C:24]1C=CC=CC=1, predict the reaction product. The product is: [Cl:15][C:16]1[CH:21]=[CH:20][C:19]([CH2:12][C:3]2[C:2]([O:1][CH3:24])=[CH:11][C:10]3[C:5](=[CH:6][CH:7]=[CH:8][CH:9]=3)[CH:4]=2)=[CH:18][CH:17]=1. (7) Given the reactants Br[CH2:2][C:3]1[CH:8]=[CH:7][CH:6]=[C:5]([N+:9]([O-:11])=[O:10])[CH:4]=1.[NH:12]1[CH2:16][CH2:15][CH2:14][CH2:13]1.C(N(CC)CC)C.O, predict the reaction product. The product is: [N+:9]([C:5]1[CH:4]=[C:3]([CH:8]=[CH:7][CH:6]=1)[CH2:2][N:12]1[CH2:16][CH2:15][CH2:14][CH2:13]1)([O-:11])=[O:10]. (8) Given the reactants Cl[C:2]1[N:7]2[N:8]=[CH:9][CH:10]=[C:6]2[N:5]=[C:4]([NH:11][C:12](=[O:23])[C:13]2[CH:18]=[CH:17][C:16]([C:19]([OH:22])([CH3:21])[CH3:20])=[CH:15][CH:14]=2)[CH:3]=1.[NH:24]1CCCC(C#N)C1.C[N:33]1[C:37](=[O:38])[CH2:36][CH2:35][CH2:34]1, predict the reaction product. The product is: [OH:22][C:19]([C:16]1[CH:17]=[CH:18][C:13]([C:12]([NH:11][C:4]2[CH:3]=[C:2]([N:24]3[CH2:35][CH2:34][NH:33][C:37](=[O:38])[CH2:36]3)[N:7]3[N:8]=[CH:9][CH:10]=[C:6]3[N:5]=2)=[O:23])=[CH:14][CH:15]=1)([CH3:21])[CH3:20]. (9) Given the reactants Br[C:2]1[CH:11]=[CH:10][C:9]2[N:8]=[CH:7][C:6]3[N:12]([CH3:23])[C:13](=[O:22])[N:14]([C:15]4[C:16]([CH3:21])=[N:17][N:18]([CH3:20])[CH:19]=4)[C:5]=3[C:4]=2[CH:3]=1.[CH3:24][S:25]([NH:28][C:29]1[CH:30]=[C:31](B(O)O)[CH:32]=[CH:33][CH:34]=1)(=[O:27])=[O:26], predict the reaction product. The product is: [CH3:20][N:18]1[CH:19]=[C:15]([N:14]2[C:5]3[C:4]4[CH:3]=[C:2]([C:33]5[CH:34]=[C:29]([NH:28][S:25]([CH3:24])(=[O:26])=[O:27])[CH:30]=[CH:31][CH:32]=5)[CH:11]=[CH:10][C:9]=4[N:8]=[CH:7][C:6]=3[N:12]([CH3:23])[C:13]2=[O:22])[C:16]([CH3:21])=[N:17]1.